From a dataset of Full USPTO retrosynthesis dataset with 1.9M reactions from patents (1976-2016). Predict the reactants needed to synthesize the given product. (1) Given the product [F:8][C:9]1[C:10]([CH:15]([N:17]2[C:18]([CH3:23])=[CH:19][CH:20]=[C:21]2[CH3:22])[CH3:16])=[N:11][CH:12]=[CH:13][C:14]=1[I:24], predict the reactants needed to synthesize it. The reactants are: C(NC(C)C)(C)C.[F:8][C:9]1[C:10]([CH:15]([N:17]2[C:21]([CH3:22])=[CH:20][CH:19]=[C:18]2[CH3:23])[CH3:16])=[N:11][CH:12]=[CH:13][CH:14]=1.[I:24]I. (2) Given the product [NH2:32][C:30]1[N:29]=[CH:28][N:27]=[C:26]2[N:25]([C@H:33]3[CH2:38][CH2:37][C@H:36]([N:39]4[CH2:44][CH2:43][N:42]([CH3:45])[CH2:41][CH2:40]4)[CH2:35][CH2:34]3)[N:24]=[C:23]([C:18]3[C:17]([F:46])=[CH:16][C:15]([NH:14][C:3](=[O:4])[C:2]([CH3:13])([CH3:1])[CH2:6][C:7]4[CH:12]=[CH:11][CH:10]=[CH:9][CH:8]=4)=[C:20]([O:21][CH3:22])[CH:19]=3)[C:31]=12, predict the reactants needed to synthesize it. The reactants are: [CH3:1][C:2]([CH3:13])([CH2:6][C:7]1[CH:12]=[CH:11][CH:10]=[CH:9][CH:8]=1)[C:3](Cl)=[O:4].[NH2:14][C:15]1[C:20]([O:21][CH3:22])=[CH:19][C:18]([C:23]2[C:31]3[C:26](=[N:27][CH:28]=[N:29][C:30]=3[NH2:32])[N:25]([C@H:33]3[CH2:38][CH2:37][C@H:36]([N:39]4[CH2:44][CH2:43][N:42]([CH3:45])[CH2:41][CH2:40]4)[CH2:35][CH2:34]3)[N:24]=2)=[C:17]([F:46])[CH:16]=1. (3) Given the product [C:43]([O:47][C:48]([N:50]1[CH2:57][CH2:56][CH2:55][C@@:51]1([CH3:58])[C:52]([NH:32][C@H:31]([C:30]([N:29]([C@@H:24]([C@@H:25]([CH3:28])[CH2:26][CH3:27])[C@H:23]([O:38][CH3:39])[CH2:22][C:21]([N:17]1[CH2:18][CH2:19][CH2:20][C@H:16]1[C@H:13]([O:14][CH3:15])[C@@H:12]([CH3:41])[C:11]([NH:10][CH2:9][CH2:8][CH:1]1[CH:7]=[CH:6][CH:5]=[CH:4][CH:3]=[CH:2]1)=[O:42])=[O:40])[CH3:37])=[O:36])[CH:33]([CH3:34])[CH3:35])=[O:53])=[O:49])([CH3:46])([CH3:44])[CH3:45], predict the reactants needed to synthesize it. The reactants are: [CH:1]1([CH2:8][CH2:9][NH:10][C:11](=[O:42])[C@H:12]([CH3:41])[C@H:13]([C@@H:16]2[CH2:20][CH2:19][CH2:18][N:17]2[C:21](=[O:40])[CH2:22][C@@H:23]([O:38][CH3:39])[C@@H:24]([N:29]([CH3:37])[C:30](=[O:36])[C@H:31]([CH:33]([CH3:35])[CH3:34])[NH2:32])[C@@H:25]([CH3:28])[CH2:26][CH3:27])[O:14][CH3:15])[CH:7]=[CH:6][CH:5]=[CH:4][CH:3]=[CH:2]1.[C:43]([O:47][C:48]([N:50]1[CH2:57][CH2:56][CH2:55][C@@:51]1([CH3:58])[C:52](O)=[O:53])=[O:49])([CH3:46])([CH3:45])[CH3:44].CN(C(ON1N=NC2C=CC=NC1=2)=[N+](C)C)C.F[P-](F)(F)(F)(F)F.C(N(CC)C(C)C)(C)C. (4) The reactants are: CC(C)([O-])C.[K+].[F:7][C:8]1[CH:13]=[CH:12][CH:11]=[C:10]([F:14])[C:9]=1[CH:15]=[CH:16][C:17]([O:19][CH3:20])=[O:18].[C:21]1([CH2:27][C:28]#[N:29])[CH:26]=[CH:25][CH:24]=[CH:23][CH:22]=1. Given the product [C:28]([CH:27]([C:21]1[CH:26]=[CH:25][CH:24]=[CH:23][CH:22]=1)[CH:15]([C:9]1[C:8]([F:7])=[CH:13][CH:12]=[CH:11][C:10]=1[F:14])[CH2:16][C:17]([O:19][CH3:20])=[O:18])#[N:29], predict the reactants needed to synthesize it. (5) Given the product [Cl:22][C:19]1[CH:2]=[CH:3][C:4]([NH:5][C:6]([C:7]2[CH:13]=[CH:12][NH:11][N:8]=2)=[O:14])=[N:17][CH:18]=1, predict the reactants needed to synthesize it. The reactants are: N1[N:5]2[C:6](=[O:14])[C:7]3[N:8]([N:11]=[CH:12][CH:13]=3)C(=O)[C:4]2=[CH:3][CH:2]=1.NC1C=C[C:19]([Cl:22])=[CH:18][N:17]=1.